This data is from NCI-60 drug combinations with 297,098 pairs across 59 cell lines. The task is: Regression. Given two drug SMILES strings and cell line genomic features, predict the synergy score measuring deviation from expected non-interaction effect. (1) Drug 1: C1C(C(OC1N2C=C(C(=O)NC2=O)F)CO)O. Drug 2: C1C(C(OC1N2C=NC3=C2NC=NCC3O)CO)O. Cell line: ACHN. Synergy scores: CSS=35.3, Synergy_ZIP=-12.1, Synergy_Bliss=-2.46, Synergy_Loewe=-40.5, Synergy_HSA=-1.94. (2) Drug 1: CCCCC(=O)OCC(=O)C1(CC(C2=C(C1)C(=C3C(=C2O)C(=O)C4=C(C3=O)C=CC=C4OC)O)OC5CC(C(C(O5)C)O)NC(=O)C(F)(F)F)O. Drug 2: CN(C(=O)NC(C=O)C(C(C(CO)O)O)O)N=O. Cell line: U251. Synergy scores: CSS=66.4, Synergy_ZIP=1.26, Synergy_Bliss=2.73, Synergy_Loewe=-0.246, Synergy_HSA=3.49. (3) Drug 1: CC1CC2C3CCC4=CC(=O)C=CC4(C3(C(CC2(C1(C(=O)CO)O)C)O)F)C. Drug 2: C1CC(CNC1)C2=CC=C(C=C2)N3C=C4C=CC=C(C4=N3)C(=O)N. Cell line: SW-620. Synergy scores: CSS=42.6, Synergy_ZIP=4.04, Synergy_Bliss=3.52, Synergy_Loewe=-18.9, Synergy_HSA=2.36.